From a dataset of Catalyst prediction with 721,799 reactions and 888 catalyst types from USPTO. Predict which catalyst facilitates the given reaction. (1) The catalyst class is: 2. Reactant: [OH:1][C:2]1[CH:3]=[C:4]([CH:7]=[CH:8][CH:9]=1)[CH:5]=[O:6].[O:10]1[CH:15]=[CH:14][CH2:13][CH2:12][CH2:11]1.C1(C)C=CC(S([O-])(=O)=O)=CC=1.[NH+]1C=CC=CC=1. Product: [O:10]1[CH2:15][CH2:14][CH2:13][CH2:12][CH:11]1[O:1][C:2]1[CH:3]=[C:4]([CH:7]=[CH:8][CH:9]=1)[CH:5]=[O:6]. (2) Reactant: [Br:1][C:2]1[C:10]2[C:9](Cl)=[N:8][CH:7]=[N:6][C:5]=2[N:4]([C@H:12]2[CH2:15][C@@H:14]([CH2:16][N:17]3[CH2:22][CH2:21][S:20](=[O:24])(=[O:23])[CH2:19][CH2:18]3)[CH2:13]2)[CH:3]=1.[OH-].[NH4+:26]. Product: [Br:1][C:2]1[C:10]2[C:9]([NH2:26])=[N:8][CH:7]=[N:6][C:5]=2[N:4]([CH:12]2[CH2:15][CH:14]([CH2:16][N:17]3[CH2:22][CH2:21][S:20](=[O:24])(=[O:23])[CH2:19][CH2:18]3)[CH2:13]2)[CH:3]=1. The catalyst class is: 12. (3) Reactant: [F:1][C:2]1[CH:7]=[C:6]([S:8]([CH3:11])(=[O:10])=[O:9])[CH:5]=[C:4]([F:12])[C:3]=1[NH:13][C@H:14]1[CH2:18][CH2:17][N:16]([CH:19]2[CH2:24][CH2:23][N:22]([C:25](=[NH:28])[NH:26][OH:27])[CH2:21][CH2:20]2)[C:15]1=[O:29].[F:30][CH:31]([F:40])[C:32](O[C:32](=O)[CH:31]([F:40])[F:30])=O. Product: [F:1][C:2]1[CH:7]=[C:6]([S:8]([CH3:11])(=[O:9])=[O:10])[CH:5]=[C:4]([F:12])[C:3]=1[NH:13][C@H:14]1[CH2:18][CH2:17][N:16]([CH:19]2[CH2:24][CH2:23][N:22]([C:25]3[N:28]=[C:32]([CH:31]([F:40])[F:30])[O:27][N:26]=3)[CH2:21][CH2:20]2)[C:15]1=[O:29]. The catalyst class is: 12. (4) Reactant: [Cl:1][C:2]1[CH:14]=[CH:13][CH:12]=[CH:11][C:3]=1[CH2:4][C:5]1[S:9][C:8]([NH2:10])=[N:7][CH:6]=1.[O:15]1[C:19]2[CH:20]=[CH:21][C:22]([C:24]3([C:27](O)=[O:28])[CH2:26][CH2:25]3)=[CH:23][C:18]=2[O:17][CH2:16]1.C(N(CC)CC)C.F[P-](F)(F)(F)(F)F.N1(O[P+](N(C)C)(N(C)C)N(C)C)C2C=CC=CC=2N=N1. Product: [Cl:1][C:2]1[CH:14]=[CH:13][CH:12]=[CH:11][C:3]=1[CH2:4][C:5]1[S:9][C:8]([NH:10][C:27]([C:24]2([C:22]3[CH:21]=[CH:20][C:19]4[O:15][CH2:16][O:17][C:18]=4[CH:23]=3)[CH2:26][CH2:25]2)=[O:28])=[N:7][CH:6]=1. The catalyst class is: 10. (5) Reactant: C1N=C[N:3](C(N2C=NC=C2)=O)C=1.[F:13][C:14]1[CH:19]=[C:18]([C:20]2[C:25]([CH3:26])=[CH:24][N:23]=[C:22]([O:27][CH3:28])[C:21]=2[CH3:29])[CH:17]=[CH:16][C:15]=1[C:30]1[N:34]([C@H:35]2[CH2:39][CH2:38][O:37][CH2:36]2)[N:33]=[CH:32][C:31]=1[C:40]([OH:42])=O.N. Product: [F:13][C:14]1[CH:19]=[C:18]([C:20]2[C:25]([CH3:26])=[CH:24][N:23]=[C:22]([O:27][CH3:28])[C:21]=2[CH3:29])[CH:17]=[CH:16][C:15]=1[C:30]1[N:34]([C@H:35]2[CH2:39][CH2:38][O:37][CH2:36]2)[N:33]=[CH:32][C:31]=1[C:40]([NH2:3])=[O:42]. The catalyst class is: 3. (6) Reactant: [C:1]([O:5][C:6]([N:8]1[CH2:12][CH2:11][CH:10]([C:13]([OH:15])=O)[CH2:9]1)=[O:7])([CH3:4])([CH3:3])[CH3:2].C[N:17]([C:19]([O:23]N1N=NC2C=CC(=CC1=2)Cl)=[N+](C)C)C.F[P-](F)(F)(F)(F)F.[CH:41]1C=CC2N(O)N=NC=2C=1.Cl.CNOC.CN(C=O)C.CCN(C(C)C)C(C)C. Product: [C:1]([O:5][C:6]([N:8]1[CH2:12][CH2:11][CH:10]([C:13](=[O:15])[NH:17][CH2:19][O:23][CH3:41])[CH2:9]1)=[O:7])([CH3:2])([CH3:3])[CH3:4]. The catalyst class is: 250.